This data is from Full USPTO retrosynthesis dataset with 1.9M reactions from patents (1976-2016). The task is: Predict the reactants needed to synthesize the given product. (1) Given the product [F:1][C:2]1([F:14])[CH2:7][CH2:6][CH:5]([C:8]([C:15]2[CH:20]=[CH:19][CH:18]=[CH:17][CH:16]=2)=[O:9])[CH2:4][CH2:3]1, predict the reactants needed to synthesize it. The reactants are: [F:1][C:2]1([F:14])[CH2:7][CH2:6][CH:5]([C:8](N(OC)C)=[O:9])[CH2:4][CH2:3]1.[C:15]1([Li])[CH:20]=[CH:19][CH:18]=[CH:17][CH:16]=1.Cl. (2) Given the product [Br:1][C:2]1[CH:8]=[CH:7][C:6]([F:9])=[CH:5][C:3]=1[NH:4][C:17](=[O:22])[C:18]([CH3:21])([CH3:20])[CH3:19], predict the reactants needed to synthesize it. The reactants are: [Br:1][C:2]1[CH:8]=[CH:7][C:6]([F:9])=[CH:5][C:3]=1[NH2:4].C(N(CC)CC)C.[C:17](Cl)(=[O:22])[C:18]([CH3:21])([CH3:20])[CH3:19].CCCCCC. (3) Given the product [CH3:34][C:33]([CH3:36])([CH3:35])[C:32]([N:17]1[CH2:18][C@@H:19]([OH:20])[C@H:15]([NH:14][C:12](=[O:13])[C:11]2[CH:21]=[CH:22][C:8]([C:4]3[CH:5]=[CH:6][CH:7]=[C:2]([F:1])[CH:3]=3)=[N:9][CH:10]=2)[CH2:16]1)=[O:37], predict the reactants needed to synthesize it. The reactants are: [F:1][C:2]1[CH:3]=[C:4]([C:8]2[CH:22]=[CH:21][C:11]([C:12]([NH:14][C@H:15]3[C@H:19]([OH:20])[CH2:18][NH:17][CH2:16]3)=[O:13])=[CH:10][N:9]=2)[CH:5]=[CH:6][CH:7]=1.CCN(C(C)C)C(C)C.[C:32](Cl)(=[O:37])[C:33]([CH3:36])([CH3:35])[CH3:34]. (4) Given the product [F:77][C:75]1[CH:76]=[C:68]([N:66]=[C:53]([C:60]2[CH:61]=[CH:62][CH:63]=[CH:64][CH:65]=2)[C:54]2[CH:59]=[CH:58][CH:57]=[CH:56][CH:55]=2)[CH:69]=[C:70]2[C:74]=1[C:73]([CH3:79])([CH3:78])[CH2:72][CH2:71]2, predict the reactants needed to synthesize it. The reactants are: C1C=CC(P(C2C(C3C(P(C4C=CC=CC=4)C4C=CC=CC=4)=CC=C4C=3C=CC=C4)=C3C(C=CC=C3)=CC=2)C2C=CC=CC=2)=CC=1.CC(C)([O-])C.[Na+].[C:53](=[NH:66])([C:60]1[CH:65]=[CH:64][CH:63]=[CH:62][CH:61]=1)[C:54]1[CH:59]=[CH:58][CH:57]=[CH:56][CH:55]=1.Br[C:68]1[CH:69]=[C:70]2[C:74](=[C:75]([F:77])[CH:76]=1)[C:73]([CH3:79])([CH3:78])[CH2:72][CH2:71]2. (5) Given the product [NH2:1][C:2]1[C:10]2[C:5](=[CH:6][CH:7]=[CH:8][C:9]=2[F:11])[C:4]([C:12]2[CH:13]=[C:14]([C:32]3[CH:33]=[N:34][CH:35]=[C:30]([CH:31]=3)[C:28]#[N:29])[CH:15]=[CH:16][CH:17]=2)([C:19]2[CH:20]=[C:21]([CH3:27])[C:22](=[O:26])[N:23]([CH3:25])[CH:24]=2)[N:3]=1, predict the reactants needed to synthesize it. The reactants are: [NH2:1][C:2]1[C:10]2[C:5](=[CH:6][CH:7]=[CH:8][C:9]=2[F:11])[C:4]([C:19]2[CH:20]=[C:21]([CH3:27])[C:22](=[O:26])[N:23]([CH3:25])[CH:24]=2)([C:12]2[CH:17]=[CH:16][CH:15]=[C:14](Br)[CH:13]=2)[N:3]=1.[C:28]([C:30]1[CH:31]=[C:32](B(O)O)[CH:33]=[N:34][CH:35]=1)#[N:29].C(=O)([O-])[O-].[K+].[K+].CN(C=O)C. (6) Given the product [OH:1][C:2]1[N:6]([CH3:7])[N:5]=[CH:4][C:3]=1[C:8]([C:22]1[CH:33]=[CH:32][C:31]([S:34]([CH3:37])(=[O:36])=[O:35])=[C:30]2[C:23]=1[CH2:24][CH:25]1[CH2:29][O:28][N:27]=[C:26]12)=[O:9], predict the reactants needed to synthesize it. The reactants are: [OH:1][C:2]1[N:6]([CH3:7])[N:5]=[CH:4][CH:3]=1.[C:8](=O)([O-])[O-:9].[K+].[K+].C(N(CC)CC)C.Br[C:22]1[CH:33]=[CH:32][C:31]([S:34]([CH3:37])(=[O:36])=[O:35])=[C:30]2[C:23]=1[CH2:24][CH:25]1[CH2:29][O:28][N:27]=[C:26]12.[C]=O.